From a dataset of Reaction yield outcomes from USPTO patents with 853,638 reactions. Predict the reaction yield, written as a fraction of the theoretical maximum amount of product (1.0 means a 100% yield; for example, 0.34 means a 34% yield). (1) The reactants are [CH3:1][C:2]([S:7]([C:10]1[CH:15]=[CH:14][CH:13]=[C:12]([C:16]([F:19])([F:18])[F:17])[CH:11]=1)(=[O:9])=[O:8])([CH3:6])[C:3](O)=[O:4].C(Cl)(=O)C(Cl)=O.C[N:27](C=O)C. The catalyst is C(Cl)Cl. The product is [CH3:1][C:2]([S:7]([C:10]1[CH:15]=[CH:14][CH:13]=[C:12]([C:16]([F:19])([F:18])[F:17])[CH:11]=1)(=[O:9])=[O:8])([CH3:6])[C:3]([NH2:27])=[O:4]. The yield is 1.00. (2) The catalyst is C(Cl)Cl.CCOC(C)=O. The reactants are [Cl:1][C:2]1[CH:3]=[C:4]([NH:19][S:20]([C:23]2[CH:24]=[N:25][C:26]([Cl:29])=[CH:27][CH:28]=2)(=[O:22])=[O:21])[CH:5]=[CH:6][C:7]=1[S:8][C:9]1[CH:18]=[CH:17][C:16]2[C:11](=[CH:12][CH:13]=[CH:14][CH:15]=2)[CH:10]=1.ClC1C=C(C=CC=1)C(OO)=[O:35]. The product is [Cl:1][C:2]1[CH:3]=[C:4]([NH:19][S:20]([C:23]2[CH:24]=[N:25][C:26]([Cl:29])=[CH:27][CH:28]=2)(=[O:22])=[O:21])[CH:5]=[CH:6][C:7]=1[S:8]([C:9]1[CH:18]=[CH:17][C:16]2[C:11](=[CH:12][CH:13]=[CH:14][CH:15]=2)[CH:10]=1)=[O:35]. The yield is 0.300.